This data is from Forward reaction prediction with 1.9M reactions from USPTO patents (1976-2016). The task is: Predict the product of the given reaction. (1) The product is: [CH3:1][C:2]1[CH:7]=[CH:6][C:5]([S:8]([O:11][CH2:12][C@H:13]2[CH:14]=[CH:23][C:22]3[C:17](=[C:18]([C:27]4[CH:28]=[CH:29][CH:30]=[CH:31][C:32]=4[C:41]4[CH:40]=[CH:4][CH:3]=[CH:2][CH:1]=4)[CH:19]=[C:20]([F:26])[CH:21]=3)[O:16]2)(=[O:10])=[O:9])=[CH:4][CH:3]=1. Given the reactants [CH3:1][C:2]1[CH:7]=[CH:6][C:5]([S:8]([O:11][CH2:12][C@H:13]([O:16][C:17]2[C:22]([CH:23]=CC)=[CH:21][C:20]([F:26])=[CH:19][C:18]=2[C:27]2[CH:32]=[CH:31][CH:30]=[CH:29][C:28]=2C2C=CC=CC=2)[CH:14]=C)(=[O:10])=[O:9])=[CH:4][CH:3]=1.Cl[CH2:40][CH2:41]Cl, predict the reaction product. (2) The product is: [CH2:42]([N:1]1[CH2:6][CH2:5][CH:4]([CH2:7][C:8]2[N:9]([C:28]3[CH:29]=[CH:30][C:31]([O:34][C:35]4[CH:40]=[CH:39][C:38]([Cl:41])=[CH:37][CH:36]=4)=[CH:32][CH:33]=3)[CH:10]=[C:11]([C:13]3[CH:14]=[CH:15][C:16]([O:17][CH2:18][CH2:19][CH2:20][N:21]([CH2:24][CH3:25])[CH2:22][CH3:23])=[CH:26][CH:27]=3)[N:12]=2)[CH2:3][CH2:2]1)[CH3:43]. Given the reactants [NH:1]1[CH2:6][CH2:5][CH:4]([CH2:7][C:8]2[N:9]([C:28]3[CH:33]=[CH:32][C:31]([O:34][C:35]4[CH:40]=[CH:39][C:38]([Cl:41])=[CH:37][CH:36]=4)=[CH:30][CH:29]=3)[CH:10]=[C:11]([C:13]3[CH:27]=[CH:26][C:16]([O:17][CH2:18][CH2:19][CH2:20][N:21]([CH2:24][CH3:25])[CH2:22][CH3:23])=[CH:15][CH:14]=3)[N:12]=2)[CH2:3][CH2:2]1.[CH:42](=O)[CH3:43].[BH-](OC(C)=O)(OC(C)=O)OC(C)=O.[Na+], predict the reaction product. (3) Given the reactants [CH2:1]([O:3][C:4](=[O:17])[C:5]([O:8][C:9]1[CH:14]=[CH:13][CH:12]=[C:11]([CH:15]=[O:16])[CH:10]=1)([CH3:7])[CH3:6])[CH3:2].CC(=CC)C.Cl([O-])=[O:24].[Na+].P([O-])(O)(O)=O.[Na+], predict the reaction product. The product is: [CH2:1]([O:3][C:4]([C:5]([CH3:7])([O:8][C:9]1[CH:10]=[C:11]([CH:12]=[CH:13][CH:14]=1)[C:15]([OH:24])=[O:16])[CH3:6])=[O:17])[CH3:2]. (4) Given the reactants [Cl:1][C:2]1[CH:3]=[C:4]([C:12]2[O:16][C:15]([C:17]3[CH:22]=[CH:21][N:20]=[C:19]4[N:23]([CH2:26][CH2:27][C:28]([O:30]CC)=[O:29])[CH:24]=[CH:25][C:18]=34)=[N:14][N:13]=2)[CH:5]=[CH:6][C:7]=1[O:8][CH:9]([CH3:11])[CH3:10].[OH-].[Na+].Cl, predict the reaction product. The product is: [Cl:1][C:2]1[CH:3]=[C:4]([C:12]2[O:16][C:15]([C:17]3[CH:22]=[CH:21][N:20]=[C:19]4[N:23]([CH2:26][CH2:27][C:28]([OH:30])=[O:29])[CH:24]=[CH:25][C:18]=34)=[N:14][N:13]=2)[CH:5]=[CH:6][C:7]=1[O:8][CH:9]([CH3:11])[CH3:10]. (5) The product is: [NH2:1][C:2]1[N:3]=[CH:4][N:5]=[C:6]([N:10]2[CH2:11][CH2:12][CH:13]([C:16]3[N:17]([CH2:32][CH2:33][O:34][S:43]([CH3:42])(=[O:45])=[O:44])[CH:18]=[C:19]([C:21]4[CH:26]=[CH:25][C:24]([F:27])=[C:23]([C:28]([F:31])([F:30])[F:29])[CH:22]=4)[N:20]=3)[CH2:14][CH2:15]2)[C:7]=1[C:8]#[N:9]. Given the reactants [NH2:1][C:2]1[C:7]([C:8]#[N:9])=[C:6]([N:10]2[CH2:15][CH2:14][CH:13]([C:16]3[N:17]([CH2:32][CH2:33][OH:34])[CH:18]=[C:19]([C:21]4[CH:26]=[CH:25][C:24]([F:27])=[C:23]([C:28]([F:31])([F:30])[F:29])[CH:22]=4)[N:20]=3)[CH2:12][CH2:11]2)[N:5]=[CH:4][N:3]=1.C(N(CC)CC)C.[CH3:42][S:43](Cl)(=[O:45])=[O:44], predict the reaction product. (6) Given the reactants [NH2:1][C:2]1[C:3]([CH3:8])=[CH:4][CH:5]=[CH:6][CH:7]=1.C1(S([N:18]2[C:22]3=[N:23][CH:24]=[CH:25][CH:26]=[C:21]3[C:20]([C:27]3[CH:32]=[CH:31][N:30]=[C:29](Cl)[N:28]=3)=[CH:19]2)(=O)=O)C=CC=CC=1, predict the reaction product. The product is: [NH:18]1[C:22]2=[N:23][CH:24]=[CH:25][CH:26]=[C:21]2[C:20]([C:27]2[CH:32]=[CH:31][N:30]=[C:29]([NH:1][C:2]3[CH:7]=[CH:6][CH:5]=[CH:4][C:3]=3[CH3:8])[N:28]=2)=[CH:19]1. (7) Given the reactants [Cl:1][S:2]([OH:5])(=O)=[O:3].[Br:6][C:7]1[CH:12]=[CH:11][C:10]([O:13][C:14]([F:17])([F:16])[F:15])=[CH:9][CH:8]=1, predict the reaction product. The product is: [Br:6][C:7]1[CH:12]=[CH:11][C:10]([O:13][C:14]([F:15])([F:16])[F:17])=[C:9]([S:2]([Cl:1])(=[O:5])=[O:3])[CH:8]=1. (8) The product is: [F:38][CH:36]([F:37])[CH2:35][O:34][C:29]1[CH:30]=[CH:31][CH:32]=[CH:33][C:28]=1[C:24]1[C:23]2[N:22]([N:21]=[C:20]([NH:19][C:17]3[CH:16]=[CH:15][C:12]4[CH2:13][CH2:14][NH:8][CH2:9][CH2:10][C:11]=4[CH:18]=3)[N:39]=2)[CH:27]=[CH:26][CH:25]=1. Given the reactants C(OC([N:8]1[CH2:14][CH2:13][C:12]2[CH:15]=[CH:16][C:17]([NH:19][C:20]3[N:39]=[C:23]4[C:24]([C:28]5[CH:33]=[CH:32][CH:31]=[CH:30][C:29]=5[O:34][CH2:35][CH:36]([F:38])[F:37])=[CH:25][CH:26]=[CH:27][N:22]4[N:21]=3)=[CH:18][C:11]=2[CH2:10][CH2:9]1)=O)(C)(C)C.FC(F)(F)C(O)=O, predict the reaction product. (9) Given the reactants Cl.[NH2:2][CH2:3][C:4]([C:6]1[CH:11]=[CH:10][C:9]([Br:12])=[CH:8][CH:7]=1)=[O:5].CCN(C(C)C)C(C)C.[CH2:22]([O:29][C:30](Cl)=[O:31])[C:23]1[CH:28]=[CH:27][CH:26]=[CH:25][CH:24]=1, predict the reaction product. The product is: [CH2:22]([O:29][C:30](=[O:31])[NH:2][CH2:3][C:4]([C:6]1[CH:11]=[CH:10][C:9]([Br:12])=[CH:8][CH:7]=1)=[O:5])[C:23]1[CH:28]=[CH:27][CH:26]=[CH:25][CH:24]=1.